Dataset: Catalyst prediction with 721,799 reactions and 888 catalyst types from USPTO. Task: Predict which catalyst facilitates the given reaction. (1) Reactant: Br[CH:2]1[CH2:5][CH2:4][CH2:3]1.[Br:6][C:7]1[CH:8]=[C:9]([CH:12]=[CH:13][C:14]=1[OH:15])[C:10]#[N:11].C([O-])([O-])=O.[K+].[K+]. Product: [Br:6][C:7]1[CH:8]=[C:9]([CH:12]=[CH:13][C:14]=1[O:15][CH:2]1[CH2:5][CH2:4][CH2:3]1)[C:10]#[N:11]. The catalyst class is: 42. (2) Reactant: [C:1]([C:4]1[C:5]2[N:6]([CH:41]=[N:42][N:43]=2)[C:7]([CH2:32][C:33]2[C:38]([Cl:39])=[CH:37][CH:36]=[CH:35][C:34]=2[Cl:40])=[N:8][C:9]=1[NH:10][C:11]1[C:16]([F:17])=[CH:15][C:14]([N:18]2[CH2:23][CH2:22][N:21](C(OC(C)(C)C)=O)[CH2:20][CH2:19]2)=[C:13]([F:31])[CH:12]=1)(=[O:3])[NH2:2].FC(F)(F)C(O)=O. Product: [Cl:39][C:38]1[CH:37]=[CH:36][CH:35]=[C:34]([Cl:40])[C:33]=1[CH2:32][C:7]1[N:6]2[CH:41]=[N:42][N:43]=[C:5]2[C:4]([C:1]([NH2:2])=[O:3])=[C:9]([NH:10][C:11]2[CH:12]=[C:13]([F:31])[C:14]([N:18]3[CH2:23][CH2:22][NH:21][CH2:20][CH2:19]3)=[CH:15][C:16]=2[F:17])[N:8]=1. The catalyst class is: 4. (3) Reactant: [CH:1]([N:4]1[CH2:9][CH2:8][NH:7][CH2:6][CH2:5]1)([CH3:3])[CH3:2].[CH3:10][N:11]([CH3:16])[CH:12]=[CH:13][CH:14]=[O:15].C=O.[C:19](O)(=O)C. Product: [CH3:10][N:11]([CH3:16])/[CH:12]=[C:13](\[CH2:19][N:7]1[CH2:8][CH2:9][N:4]([CH:1]([CH3:3])[CH3:2])[CH2:5][CH2:6]1)/[CH:14]=[O:15]. The catalyst class is: 8. (4) Reactant: [Cl:1][C:2]1[S:6][C:5](Cl)=[C:4]([Cl:8])[C:3]=1[Cl:9].C([Li])CCC.[S:15](=[O:17])=[O:16].[Cl:18]N1C(=O)CCC1=O. Product: [Cl:8][C:4]1[C:3]([Cl:9])=[C:2]([Cl:1])[S:6][C:5]=1[S:15]([Cl:18])(=[O:17])=[O:16]. The catalyst class is: 28. (5) Reactant: [N:1]1[CH:6]=[CH:5][C:4]([C:7]2[CH:8]=[CH:9][C:10]([NH2:13])=[N:11][CH:12]=2)=[CH:3][N:2]=1.[CH3:14][C:15]1[CH:16]=[C:17]([CH2:27][C:28](O)=[O:29])[CH:18]=[CH:19][C:20]=1[C:21]1[CH:26]=[CH:25][N:24]=[N:23][CH:22]=1.CN(C(ON1N=NC2C=CC=NC1=2)=[N+](C)C)C.F[P-](F)(F)(F)(F)F.CCN(C(C)C)C(C)C.C([O-])([O-])=O.[Na+].[Na+]. Product: [CH3:14][C:15]1[CH:16]=[C:17]([CH2:27][C:28]([NH:13][C:10]2[CH:9]=[CH:8][C:7]([C:4]3[CH:5]=[CH:6][N:1]=[N:2][CH:3]=3)=[CH:12][N:11]=2)=[O:29])[CH:18]=[CH:19][C:20]=1[C:21]1[CH:26]=[CH:25][N:24]=[N:23][CH:22]=1. The catalyst class is: 39. (6) Reactant: C([O:3][C:4]([C:6]1[CH:7]=[C:8]2[C:12](=[C:13]([N+:15]([O-:17])=[O:16])[CH:14]=1)[NH:11][C:10]([C:18]1[CH:23]=[CH:22][CH:21]=[CH:20][CH:19]=1)=[CH:9]2)=O)C.[Li+].[BH4-].O. Product: [OH:3][CH2:4][C:6]1[CH:7]=[C:8]2[C:12](=[C:13]([N+:15]([O-:17])=[O:16])[CH:14]=1)[NH:11][C:10]([C:18]1[CH:19]=[CH:20][CH:21]=[CH:22][CH:23]=1)=[CH:9]2. The catalyst class is: 5. (7) Reactant: I[C:2]1[C:10]2[C:5](=[CH:6][CH:7]=[C:8]([NH:11][S:12]([C:15]3[CH:20]=[CH:19][CH:18]=[CH:17][C:16]=3[S:21]([CH3:24])(=[O:23])=[O:22])(=[O:14])=[O:13])[CH:9]=2)[N:4](C(OC(C)(C)C)=O)[N:3]=1.[CH:32]1[C:41]2[C:36](=[CH:37][CH:38]=[CH:39][CH:40]=2)[CH:35]=[CH:34][C:33]=1B(O)O.C(=O)([O-])O.[Na+]. Product: [CH3:24][S:21]([C:16]1[CH:17]=[CH:18][CH:19]=[CH:20][C:15]=1[S:12]([NH:11][C:8]1[CH:9]=[C:10]2[C:5](=[CH:6][CH:7]=1)[NH:4][N:3]=[C:2]2[C:34]1[CH:33]=[CH:32][C:41]2[C:36](=[CH:37][CH:38]=[CH:39][CH:40]=2)[CH:35]=1)(=[O:13])=[O:14])(=[O:22])=[O:23]. The catalyst class is: 9. (8) Reactant: C([O-])([O-])=O.[K+].[K+].[C:7]([C:9]1[CH:14]=[CH:13][C:12]([C:15]2[O:16][CH:17]=[C:18]([CH2:20][CH2:21][NH:22]C(=O)C(F)(F)F)[N:19]=2)=[CH:11][CH:10]=1)#[N:8]. Product: [NH2:22][CH2:21][CH2:20][C:18]1[N:19]=[C:15]([C:12]2[CH:13]=[CH:14][C:9]([C:7]#[N:8])=[CH:10][CH:11]=2)[O:16][CH:17]=1. The catalyst class is: 24. (9) Reactant: [CH3:1][O:2][Si:3]([CH2:8][CH2:9][C:10]1[CH:15]=[CH:14][CH:13]=[CH:12][N:11]=1)([O:6][CH3:7])[O:4][CH3:5].[F:16][C:17]([F:23])([F:22])[C:18]([O:20]C)=[O:19]. Product: [F:16][C:17]([F:23])([F:22])[C:18]([O-:20])=[O:19].[CH3:1][O:2][Si:3]([CH2:8][CH2:9][C:10]1[CH:15]=[CH:14][CH:13]=[CH:12][N+:11]=1[CH3:17])([O:6][CH3:7])[O:4][CH3:5]. The catalyst class is: 13.